This data is from Forward reaction prediction with 1.9M reactions from USPTO patents (1976-2016). The task is: Predict the product of the given reaction. (1) The product is: [CH2:7]([N:24]1[CH2:25][CH2:26][CH:21]([C:16]2[CH:17]=[CH:18][CH:19]=[CH:20][C:15]=2[CH3:31])[CH:22]([C:27]([O:29][CH3:30])=[O:28])[CH2:23]1)[C:8]1[CH:13]=[CH:12][CH:11]=[CH:10][CH:9]=1. Given the reactants C(=O)([O-])[O-].[K+].[K+].[CH2:7](Br)[C:8]1[CH:13]=[CH:12][CH:11]=[CH:10][CH:9]=1.[C:15]1([CH3:31])[CH:20]=[CH:19][CH:18]=[CH:17][C:16]=1[CH:21]1[CH2:26][CH2:25][NH:24][CH2:23][CH:22]1[C:27]([O:29][CH3:30])=[O:28].C(=O)([O-])O.[Na+], predict the reaction product. (2) Given the reactants [N+:1]([C:4]1[CH:5]=[CH:6][C:7]([N:10]2[CH2:14][CH2:13][C@H:12]([OH:15])[CH2:11]2)=[N:8][CH:9]=1)([O-])=O, predict the reaction product. The product is: [NH2:1][C:4]1[CH:5]=[CH:6][C:7]([N:10]2[CH2:14][CH2:13][C@H:12]([OH:15])[CH2:11]2)=[N:8][CH:9]=1.